Dataset: Forward reaction prediction with 1.9M reactions from USPTO patents (1976-2016). Task: Predict the product of the given reaction. (1) Given the reactants [N:1]1[CH:6]=[CH:5][CH:4]=[C:3]([CH2:7][C:8]([NH:19]C(=O)C)(C(OCC)=O)[C:9]([O:11][CH2:12]C)=[O:10])[CH:2]=1.[ClH:23], predict the reaction product. The product is: [ClH:23].[ClH:23].[CH3:12][O:11][C:9](=[O:10])[C@H:8]([CH2:7][C:3]1[CH:2]=[N:1][CH:6]=[CH:5][CH:4]=1)[NH2:19]. (2) Given the reactants [F:1][C:2]([F:19])([CH2:12][C:13]1[CH:18]=[CH:17][CH:16]=[CH:15][CH:14]=1)[C:3]([N:5]1[CH2:10][CH2:9][CH:8]([NH2:11])[CH2:7][CH2:6]1)=O.B, predict the reaction product. The product is: [F:19][C:2]([F:1])([CH2:12][C:13]1[CH:18]=[CH:17][CH:16]=[CH:15][CH:14]=1)[CH2:3][N:5]1[CH2:10][CH2:9][CH:8]([NH2:11])[CH2:7][CH2:6]1. (3) Given the reactants [H-].[Na+].[OH:3][CH2:4][C@:5]12[C:11]([CH3:13])([CH3:12])[C@H:8]([CH2:9][CH2:10]1)[CH2:7][C:6]2=[O:14].[CH2:15](Br)[C:16]1[CH:21]=[CH:20][CH:19]=[CH:18][CH:17]=1, predict the reaction product. The product is: [CH2:15]([O:3][CH2:4][C@:5]12[C:11]([CH3:12])([CH3:13])[C@H:8]([CH2:9][CH2:10]1)[CH2:7][C:6]2=[O:14])[C:16]1[CH:21]=[CH:20][CH:19]=[CH:18][CH:17]=1.